Dataset: Full USPTO retrosynthesis dataset with 1.9M reactions from patents (1976-2016). Task: Predict the reactants needed to synthesize the given product. (1) Given the product [OH:16][C:17]1[CH:18]=[CH:19][C:20]([N:23]2[CH2:28][CH2:27][N:26]([C:9]([O:11][C:12]([CH3:13])([CH3:14])[CH3:15])=[O:10])[CH2:25][CH2:24]2)=[CH:21][CH:22]=1, predict the reactants needed to synthesize it. The reactants are: [C:9](O[C:9]([O:11][C:12]([CH3:15])([CH3:14])[CH3:13])=[O:10])([O:11][C:12]([CH3:15])([CH3:14])[CH3:13])=[O:10].[OH:16][C:17]1[CH:22]=[CH:21][C:20]([N:23]2[CH2:28][CH2:27][NH:26][CH2:25][CH2:24]2)=[CH:19][CH:18]=1. (2) Given the product [ClH:30].[NH2:8][CH2:9][C:10]([N:13]1[CH2:18][CH2:17][O:16][CH2:15][CH2:14]1)=[O:11], predict the reactants needed to synthesize it. The reactants are: C(OC([NH:8][CH2:9][C:10](O)=[O:11])=O)(C)(C)C.[NH:13]1[CH2:18][CH2:17][O:16][CH2:15][CH2:14]1.O.ON1C2C=CC=CC=2N=N1.[ClH:30].CN(CCCN=C=NCC)C.Cl. (3) Given the product [O:56]=[C:53]1[C:54]2[C:50](=[CH:49][CH:48]=[C:47]([C:2]3[C:3]([C@@H:9]([NH:19][C:20](=[O:38])[CH2:21][N:22]4[C:30]5[C:29]([F:32])([F:31])[CH2:28][CH2:27][C:26]([F:34])([F:33])[C:25]=5[C:24]([CH:35]([F:37])[F:36])=[N:23]4)[CH2:10][C:11]4[CH:16]=[C:15]([F:17])[CH:14]=[C:13]([F:18])[CH:12]=4)=[N:4][CH:5]=[C:6]([C:11]4[CH:12]=[C:13]5[C:14](=[CH:15][CH:16]=4)[CH2:68][NH:67][C:69]5=[O:70])[CH:7]=3)[CH:55]=2)[CH2:51][NH:52]1, predict the reactants needed to synthesize it. The reactants are: Br[C:2]1[C:3]([C@@H:9]([NH:19][C:20](=[O:38])[CH2:21][N:22]2[C:30]3[C:29]([F:32])([F:31])[CH2:28][CH2:27][C:26]([F:34])([F:33])[C:25]=3[C:24]([CH:35]([F:37])[F:36])=[N:23]2)[CH2:10][C:11]2[CH:16]=[C:15]([F:17])[CH:14]=[C:13]([F:18])[CH:12]=2)=[N:4][CH:5]=[C:6](Br)[CH:7]=1.CC1(C)C(C)(C)OB([C:47]2[CH:55]=[C:54]3[C:50]([CH2:51][NH:52][C:53]3=[O:56])=[CH:49][CH:48]=2)O1.[Li+].[Cl-].C([O-])([O-])=O.[K+].[K+].C[N:67]([CH:69]=[O:70])[CH3:68]. (4) Given the product [CH:15]([C:12]1[CH:11]=[CH:10][C:9]([O:8][CH2:7][C:6]([OH:23])=[O:5])=[CH:14][CH:13]=1)=[CH:16][C:17]1[CH:18]=[CH:19][CH:20]=[CH:21][CH:22]=1, predict the reactants needed to synthesize it. The reactants are: [OH-].[Na+].C([O:5][C:6](=[O:23])[CH2:7][O:8][C:9]1[CH:14]=[CH:13][C:12]([CH:15]=[CH:16][C:17]2[CH:22]=[CH:21][CH:20]=[CH:19][CH:18]=2)=[CH:11][CH:10]=1)C.Cl. (5) Given the product [CH3:12][C:9]1[N:8]=[C:7]([C:13]2[CH:18]=[CH:17][CH:16]=[CH:15][CH:14]=2)[C:6]([C:4]([OH:5])=[O:3])=[CH:11][N:10]=1, predict the reactants needed to synthesize it. The reactants are: C([O:3][C:4]([C:6]1[C:7]([C:13]2[CH:18]=[CH:17][CH:16]=[CH:15][CH:14]=2)=[N:8][C:9]([CH3:12])=[N:10][CH:11]=1)=[O:5])C.[OH-].[Na+]. (6) Given the product [NH:1]1[C:5]2[CH:6]=[CH:7][C:8]([C:10]([N:19]3[C@@H:20]4[C@:15]([CH2:13][CH3:14])([C:24]5[CH:25]=[CH:26][CH:27]=[CH:28][C:23]=5[CH2:22][CH2:21]4)[CH2:16][CH2:17][CH2:18]3)=[O:12])=[CH:9][C:4]=2[N:3]=[CH:2]1, predict the reactants needed to synthesize it. The reactants are: [NH:1]1[C:5]2[CH:6]=[CH:7][C:8]([C:10]([OH:12])=O)=[CH:9][C:4]=2[N:3]=[CH:2]1.[CH2:13]([C@:15]12[C:24]3[CH:25]=[CH:26][CH:27]=[CH:28][C:23]=3[CH2:22][CH2:21][C@@H:20]1[NH:19][CH2:18][CH2:17][CH2:16]2)[CH3:14]. (7) Given the product [CH2:1]([N:4]([CH2:8][C:9]1[CH:18]=[CH:17][C:12]([CH2:13][OH:14])=[CH:11][CH:10]=1)[CH2:5][CH2:6][CH3:7])[CH2:2][CH3:3], predict the reactants needed to synthesize it. The reactants are: [CH2:1]([N:4]([CH2:8][C:9]1[CH:18]=[CH:17][C:12]([C:13](OC)=[O:14])=[CH:11][CH:10]=1)[CH2:5][CH2:6][CH3:7])[CH2:2][CH3:3].[H-].[Al+3].[Li+].[H-].[H-].[H-].CO.C(C(C(C([O-])=O)O)O)([O-])=O.[Na+].[K+].